This data is from Reaction yield outcomes from USPTO patents with 853,638 reactions. The task is: Predict the reaction yield, written as a fraction of the theoretical maximum amount of product (1.0 means a 100% yield; for example, 0.34 means a 34% yield). (1) The reactants are [CH3:1][O:2][C:3]1[C:11]2[O:10][CH:9]=[CH:8][C:7]=2[CH:6]=[CH:5][CH:4]=1.[Li]CCCC.Br[C:18]1[CH:19]=[CH:20][C:21]([O:28][CH2:29][CH2:30][CH3:31])=[C:22]([CH:27]=1)[C:23]([O:25][CH3:26])=[O:24]. The catalyst is C1COCC1.CCCCCC.C(OCC)(=O)C.[Cl-].[Zn+2].[Cl-].C1C=CC([P]([Pd]([P](C2C=CC=CC=2)(C2C=CC=CC=2)C2C=CC=CC=2)([P](C2C=CC=CC=2)(C2C=CC=CC=2)C2C=CC=CC=2)[P](C2C=CC=CC=2)(C2C=CC=CC=2)C2C=CC=CC=2)(C2C=CC=CC=2)C2C=CC=CC=2)=CC=1. The product is [CH3:1][O:2][C:3]1[C:11]2[O:10][C:9]([C:18]3[CH:19]=[CH:20][C:21]([O:28][CH2:29][CH2:30][CH3:31])=[C:22]([CH:27]=3)[C:23]([O:25][CH3:26])=[O:24])=[CH:8][C:7]=2[CH:6]=[CH:5][CH:4]=1. The yield is 0.110. (2) The reactants are C([O:3][C:4]([C:6]1[NH:7][C:8]([CH:12]=[O:13])=[C:9]([CH3:11])[CH:10]=1)=[O:5])C.C(O)C.[OH-].[K+]. The catalyst is O. The product is [CH:12]([C:8]1[NH:7][C:6]([C:4]([OH:5])=[O:3])=[CH:10][C:9]=1[CH3:11])=[O:13]. The yield is 0.680. (3) The reactants are [Cl:1][C:2]1[CH:3]=[C:4]([Cl:19])[C:5]2[O:9][C:8]([C:10]3[CH:15]=[CH:14][C:13]([O:16]C)=[CH:12][CH:11]=3)=[CH:7][C:6]=2[CH:18]=1.Cl.N1C=CC=CC=1. The catalyst is O. The product is [Cl:1][C:2]1[CH:3]=[C:4]([Cl:19])[C:5]2[O:9][C:8]([C:10]3[CH:11]=[CH:12][C:13]([OH:16])=[CH:14][CH:15]=3)=[CH:7][C:6]=2[CH:18]=1. The yield is 0.750. (4) The reactants are [C:1]([N:4]1[C:13]2[C:8](=[CH:9][CH:10]=[CH:11][CH:12]=2)[CH:7]([NH:14][C:15]2[CH:20]=[CH:19][C:18]([CH2:21][OH:22])=[CH:17][CH:16]=2)[CH2:6][CH:5]1[CH3:23])(=[O:3])[CH3:2].[H-].[Na+].I[CH3:27]. The catalyst is C1COCC1. The product is [C:1]([N:4]1[C:13]2[C:8](=[CH:9][CH:10]=[CH:11][CH:12]=2)[CH:7]([NH:14][C:15]2[CH:16]=[CH:17][C:18]([CH2:21][O:22][CH3:27])=[CH:19][CH:20]=2)[CH2:6][CH:5]1[CH3:23])(=[O:3])[CH3:2]. The yield is 0.290. (5) The reactants are C(O[B:5]1[O:9][C:8]([CH3:11])([CH3:10])[C:7]([CH3:13])([CH3:12])[O:6]1)(C)C.C([Li])CCC.[F:19][C:20]1[CH:21]=[C:22]([C:27]2([OH:31])[CH2:30][O:29][CH2:28]2)[CH:23]=[C:24]([F:26])[CH:25]=1. No catalyst specified. The product is [F:19][C:20]1[CH:21]=[C:22]([C:27]2([OH:31])[CH2:30][O:29][CH2:28]2)[CH:23]=[C:24]([F:26])[C:25]=1[B:5]1[O:6][C:7]([CH3:12])([CH3:13])[C:8]([CH3:10])([CH3:11])[O:9]1. The yield is 0.790. (6) The reactants are [CH:1]([O:4][C:5]1[CH:6]=[CH:7][C:8]([CH3:12])=[C:9](N)[CH:10]=1)([CH3:3])[CH3:2].N([O-])=[O:14].[Na+]. The catalyst is S(=O)(=O)(O)O.O. The product is [CH:1]([O:4][C:5]1[CH:6]=[CH:7][C:8]([CH3:12])=[C:9]([OH:14])[CH:10]=1)([CH3:3])[CH3:2]. The yield is 0.570. (7) The reactants are [O:1]=[C:2]([CH2:13][CH3:14])[CH2:3][CH2:4][CH2:5][CH2:6][CH2:7][CH2:8][C:9]([O:11][CH3:12])=[O:10].[BH4-].[Na+]. The catalyst is CO.C(Cl)Cl. The product is [OH:1][CH:2]([CH2:13][CH3:14])[CH2:3][CH2:4][CH2:5][CH2:6][CH2:7][CH2:8][C:9]([O:11][CH3:12])=[O:10]. The yield is 0.650. (8) The reactants are OS(O)(=O)=O.[C:6]1([C@@H:12]2[CH2:14][C@H:13]2[C:15]([OH:17])=[O:16])[CH:11]=[CH:10][CH:9]=[CH:8][CH:7]=1.[I:18]I. The catalyst is O.CC(O)=O. The product is [I:18][C:9]1[CH:10]=[CH:11][C:6]([C@@H:12]2[CH2:14][C@H:13]2[C:15]([OH:17])=[O:16])=[CH:7][CH:8]=1. The yield is 0.440. (9) The reactants are Br[C:2]1[CH:7]=[C:6]([O:8][CH3:9])[CH:5]=[C:4]([F:10])[CH:3]=1.[Cl:11][C:12]1[CH:13]=[C:14](B(O)O)[CH:15]=[CH:16][CH:17]=1. The catalyst is C1C=CC([P]([Pd]([P](C2C=CC=CC=2)(C2C=CC=CC=2)C2C=CC=CC=2)([P](C2C=CC=CC=2)(C2C=CC=CC=2)C2C=CC=CC=2)[P](C2C=CC=CC=2)(C2C=CC=CC=2)C2C=CC=CC=2)(C2C=CC=CC=2)C2C=CC=CC=2)=CC=1. The product is [Cl:11][C:12]1[CH:17]=[C:16]([C:2]2[CH:7]=[C:6]([O:8][CH3:9])[CH:5]=[C:4]([F:10])[CH:3]=2)[CH:15]=[CH:14][CH:13]=1. The yield is 1.02.